From a dataset of Peptide-MHC class I binding affinity with 185,985 pairs from IEDB/IMGT. Regression. Given a peptide amino acid sequence and an MHC pseudo amino acid sequence, predict their binding affinity value. This is MHC class I binding data. (1) The binding affinity (normalized) is 0.0847. The peptide sequence is RASHFRKLF. The MHC is HLA-A29:02 with pseudo-sequence HLA-A29:02. (2) The peptide sequence is LIRLLTWLF. The MHC is Mamu-B52 with pseudo-sequence Mamu-B52. The binding affinity (normalized) is 0.534. (3) The peptide sequence is TSSGDATTAY. The MHC is Patr-B0101 with pseudo-sequence Patr-B0101. The binding affinity (normalized) is 0. (4) The binding affinity (normalized) is 0.834. The peptide sequence is VMYNLWKMK. The MHC is HLA-A31:01 with pseudo-sequence HLA-A31:01.